The task is: Predict the reactants needed to synthesize the given product.. This data is from Full USPTO retrosynthesis dataset with 1.9M reactions from patents (1976-2016). (1) Given the product [CH3:24][C:6]([NH:5][C:3](=[O:4])[C:2]([F:1])([F:26])[F:27])([CH3:25])[CH2:7][C:8]1[CH:9]=[CH:10][C:11]([S:14]([C:17]2[CH:18]=[CH:19][C:20]([O:23][CH2:35][C:36]([O:38][CH2:39][CH3:40])=[O:37])=[CH:21][CH:22]=2)(=[O:15])=[O:16])=[CH:12][CH:13]=1, predict the reactants needed to synthesize it. The reactants are: [F:1][C:2]([F:27])([F:26])[C:3]([NH:5][C:6]([CH3:25])([CH3:24])[CH2:7][C:8]1[CH:13]=[CH:12][C:11]([S:14]([C:17]2[CH:22]=[CH:21][C:20]([OH:23])=[CH:19][CH:18]=2)(=[O:16])=[O:15])=[CH:10][CH:9]=1)=[O:4].C(=O)([O-])[O-].[K+].[K+].Br[CH2:35][C:36]([O:38][CH2:39][CH3:40])=[O:37].C(=O)([O-])O.[Na+]. (2) Given the product [O:40]=[S:21]1(=[O:20])[CH2:22][CH2:23][N:24]([C:27]2[CH:28]=[C:29]([NH:39][C:2]3[C:11]4[C:6](=[CH:7][C:8]([F:12])=[CH:9][CH:10]=4)[N:5]=[C:4]([C:13]4[CH:18]=[CH:17][CH:16]=[CH:15][N:14]=4)[C:3]=3[CH3:19])[C:30]([N:33]3[CH2:38][CH2:37][O:36][CH2:35][CH2:34]3)=[N:31][CH:32]=2)[CH2:25][CH2:26]1, predict the reactants needed to synthesize it. The reactants are: Cl[C:2]1[C:11]2[C:6](=[CH:7][C:8]([F:12])=[CH:9][CH:10]=2)[N:5]=[C:4]([C:13]2[CH:18]=[CH:17][CH:16]=[CH:15][N:14]=2)[C:3]=1[CH3:19].[O:20]=[S:21]1(=[O:40])[CH2:26][CH2:25][N:24]([C:27]2[CH:28]=[C:29]([NH2:39])[C:30]([N:33]3[CH2:38][CH2:37][O:36][CH2:35][CH2:34]3)=[N:31][CH:32]=2)[CH2:23][CH2:22]1.Cl.O1CCOCC1. (3) Given the product [CH2:19]([O:7][C:4]1[CH:3]=[CH:2][C:1]([C:8]2[CH:13]=[CH:12][CH:11]=[CH:10][CH:9]=2)=[CH:6][CH:5]=1)[CH2:18][CH2:17][CH2:16][C:15]#[CH:14], predict the reactants needed to synthesize it. The reactants are: [C:1]1([C:8]2[CH:13]=[CH:12][CH:11]=[CH:10][CH:9]=2)[CH:6]=[CH:5][C:4]([OH:7])=[CH:3][CH:2]=1.[CH2:14](O)[CH2:15][CH2:16][CH2:17][C:18]#[CH:19].C1(P(C2C=CC=CC=2)C2C=CC=CC=2)C=CC=CC=1.CCOC(/N=N/C(OCC)=O)=O. (4) The reactants are: COC1C=CC(C[N:8]2[CH2:17][C:16]3[C:11](=[CH:12][CH:13]=[C:14]([Cl:18])[CH:15]=3)[N:10]([CH2:19][C:20]3[CH:25]=[CH:24][CH:23]=[CH:22][CH:21]=3)[CH2:9]2)=CC=1.C(O)(C(F)(F)F)=[O:29]. Given the product [CH2:19]([N:10]1[C:11]2[C:16](=[CH:15][C:14]([Cl:18])=[CH:13][CH:12]=2)[CH2:17][NH:8][C:9]1=[O:29])[C:20]1[CH:25]=[CH:24][CH:23]=[CH:22][CH:21]=1, predict the reactants needed to synthesize it.